From a dataset of Clinical trial toxicity outcomes and FDA approval status for drugs. Regression/Classification. Given a drug SMILES string, predict its toxicity properties. Task type varies by dataset: regression for continuous values (e.g., LD50, hERG inhibition percentage) or binary classification for toxic/non-toxic outcomes (e.g., AMES mutagenicity, cardiotoxicity, hepatotoxicity). Dataset: clintox. The molecule is COc1ccc(O)cc1. The result is 0 (passed clinical trial).